Dataset: Forward reaction prediction with 1.9M reactions from USPTO patents (1976-2016). Task: Predict the product of the given reaction. (1) Given the reactants [Cl:1][C:2]1[CH:7]=[CH:6][C:5]([NH:8][C:9](=[O:21])[C:10]2[CH:15]=[CH:14][C:13]([C:16]([F:19])([F:18])[F:17])=[N:12][C:11]=2[CH3:20])=[CH:4][C:3]=1[C:22]1[CH:31]=[CH:30][C:25]([C:26](OC)=[O:27])=[CH:24][N:23]=1.[BH4-].[Na+], predict the reaction product. The product is: [Cl:1][C:2]1[CH:7]=[CH:6][C:5]([NH:8][C:9](=[O:21])[C:10]2[CH:15]=[CH:14][C:13]([C:16]([F:18])([F:17])[F:19])=[N:12][C:11]=2[CH3:20])=[CH:4][C:3]=1[C:22]1[CH:31]=[CH:30][C:25]([CH2:26][OH:27])=[CH:24][N:23]=1. (2) Given the reactants [C:1]([C:5]1[CH:10]=[CH:9][C:8]([S:11]([NH:14][C:15]2[CH:20]=[CH:19][C:18]([Cl:21])=[CH:17][C:16]=2[N:22]2[C:30]3C(=NC=[CH:28][CH:29]=3)N=[N:23]2)(=[O:13])=[O:12])=[CH:7][CH:6]=1)([CH3:4])([CH3:3])[CH3:2].[Cl:31]N1C(=O)CCC1=O.C(OOC(=O)C1C=CC=CC=1)(=O)C1C=CC=CC=1, predict the reaction product. The product is: [C:1]([C:5]1[CH:10]=[CH:9][C:8]([S:11]([NH:14][C:15]2[CH:20]=[CH:19][C:18]([Cl:21])=[C:17]([Cl:31])[C:16]=2[N:22]2[CH:30]=[CH:29][CH:28]=[N:23]2)(=[O:12])=[O:13])=[CH:7][CH:6]=1)([CH3:2])([CH3:3])[CH3:4]. (3) Given the reactants [Cl:1][C:2]1[CH:3]=[C:4]([CH:7]=[CH:8][C:9]=1[Cl:10])[CH:5]=O.[C:11]([NH:14][CH2:15][C:16]([OH:18])=[O:17])(=[O:13])[CH3:12].CC([O-])=O.[Na+].O, predict the reaction product. The product is: [C:11]([NH:14][C:15](=[CH:5][C:4]1[CH:7]=[CH:8][C:9]([Cl:10])=[C:2]([Cl:1])[CH:3]=1)[C:16]([OH:18])=[O:17])(=[O:13])[CH3:12]. (4) Given the reactants [C:1](N1C=CN=C1)(N1C=CN=C1)=[O:2].[OH:13][N:14]=[C:15]1[C@@H:24]([NH:25][C:26](=[O:32])[O:27][C:28]([CH3:31])([CH3:30])[CH3:29])[CH2:23][C:22]2[C:17](=[CH:18][CH:19]=[C:20]([O:33][C:34]3[CH:39]=[CH:38][CH:37]=[C:36]([O:40][CH3:41])[CH:35]=3)[CH:21]=2)[NH:16]1, predict the reaction product. The product is: [CH3:41][O:40][C:36]1[CH:35]=[C:34]([CH:39]=[CH:38][CH:37]=1)[O:33][C:20]1[CH:21]=[C:22]2[C:17](=[CH:18][CH:19]=1)[N:16]1[C:1](=[O:2])[O:13][N:14]=[C:15]1[C@@H:24]([NH:25][C:26](=[O:32])[O:27][C:28]([CH3:31])([CH3:30])[CH3:29])[CH2:23]2.